Dataset: CYP3A4 inhibition data for predicting drug metabolism from PubChem BioAssay. Task: Regression/Classification. Given a drug SMILES string, predict its absorption, distribution, metabolism, or excretion properties. Task type varies by dataset: regression for continuous measurements (e.g., permeability, clearance, half-life) or binary classification for categorical outcomes (e.g., BBB penetration, CYP inhibition). Dataset: cyp3a4_veith. The drug is COCCn1c(=O)c(-c2ccc(OC)cc2)nc2cnc(Oc3ccccc3)nc21. The result is 1 (inhibitor).